From a dataset of Catalyst prediction with 721,799 reactions and 888 catalyst types from USPTO. Predict which catalyst facilitates the given reaction. Reactant: [Br:1][C:2]1[CH:3]=[C:4]([C:8]2([CH:15]([F:17])[F:16])[NH:13][C:12](=O)[CH2:11][O:10][CH2:9]2)[CH:5]=[CH:6][CH:7]=1.P12(SP3(SP(SP(S3)(S1)=S)(=S)S2)=S)=[S:19].C(OCC)(=O)C. Product: [Br:1][C:2]1[CH:3]=[C:4]([C:8]2([CH:15]([F:17])[F:16])[NH:13][C:12](=[S:19])[CH2:11][O:10][CH2:9]2)[CH:5]=[CH:6][CH:7]=1. The catalyst class is: 17.